This data is from Experimentally validated miRNA-target interactions with 360,000+ pairs, plus equal number of negative samples. The task is: Binary Classification. Given a miRNA mature sequence and a target amino acid sequence, predict their likelihood of interaction. (1) The miRNA is hsa-miR-4422 with sequence AAAAGCAUCAGGAAGUACCCA. The protein sequence of the target gene is MSSYFVNSLFSKYKTGESLRPNYYDCGFAQDLGGRPTVVYGPSSGGSFQHPSQIQEFYHGPSSLSTAPYQQNPCAVACHGDPGNFYGYDPLQRQSLFGAQDPDLVQYADCKLAAASGLGEEAEGSEQSPSPTQLFPWMRPQAAAGRRRGRQTYSRYQTLELEKEFLFNPYLTRKRRIEVSHALGLTERQVKIWFQNRRMKWKKENNKDKFPSSKCEQEELEKQKLERAPEAADEGDAQKGDKK. Result: 1 (interaction). (2) The miRNA is mmu-miR-295-5p with sequence ACUCAAAUGUGGGGCACACUUC. The protein sequence of the target gene is MNLPRAERLRSTPQRSLRDSDGEDGKIDVLGEEEDEDEVEDEEEAASQQFLEQSLQPGLQVARWGGVALPREHIEGGGGPSDPSEFGTKFRAPPRSAAASEDARQPAKPPYSYIALITMAILQNPHKRLTLSGICAFISGRFPYYRRKFPAWQNSIRHNLSLNDCFVKIPREPGHPGKGNYWSLDPASQDMFDNGSFLRRRKRFKRHQLTPGAHLPHPFPLPAAHAALHNPHPGPLLGAPAPPQPVPGAYPNTAPGRRPYALLHPHPLRYLLLSAPVYAGAPKKAEGAALATPAPFPCCS.... Result: 0 (no interaction). (3) The miRNA is hsa-miR-24-3p with sequence UGGCUCAGUUCAGCAGGAACAG. The protein sequence of the target gene is MTPASGATASLGRLRARPRSRWDAAYLPAVAAVCVARASHVPNGTLRFGVCKARRTMRPLPRRIEVRTKRGPQRPAAPERSPQPRLPPSRHPSRRGPRRHLSGCSAPACRIPTGCRCPCGRPS. Result: 1 (interaction). (4) The miRNA is hsa-miR-1256 with sequence AGGCAUUGACUUCUCACUAGCU. The protein sequence of the target gene is MFLKAGRGNKVPPVRVYGPDCVVLMEPPLSKRNPPALRLADLATAQVQPLQNMTGFPALAGPPAHSQLRAAVAHLRLRDLGADPGVATTPLGPEHMAQASTLGLSPPSQAFPAHPEAPAAAARAAALVAHPGAGSYPCGGGSSGAQPSAPPPPAPPLPPTPSPPPPPPPPPPPALSGYTTTNSGGGGSSGKGHSRDFVLRRDLSATAPAAAMHGAPLGGEQRSGTGSPQHPAPPPHSAGMFISASGTYAGPDGSGGPALFPALHDTPGAPGGHPHPLNGQMRLGLAAAAAAAAAELYGRA.... Result: 1 (interaction). (5) The miRNA is hsa-miR-219a-5p with sequence UGAUUGUCCAAACGCAAUUCU. The protein sequence of the target gene is MSYTTYFLAFQLCVTLCFSGSYCQAPFFKEITILKDYFNASTSDVPNGGPLFLEILKNWKEESDKKIIQSQIVSFYFKFFEIFKDNQAIQRSMDVIKQDMFQRFLNGSSGKLNDFEKLIKIPVDNLQIQRKAISELIKVMNDLSPRSNLRKRKRSQTMFQGQRASK. Result: 0 (no interaction). (6) The miRNA is hsa-miR-4696 with sequence UGCAAGACGGAUACUGUCAUCU. The protein sequence of the target gene is MSVEGLLSEVKHFNAHHLDAALGEQLFYGGKRVFSDVKPGTSSGGDHGCKGGKSELKGAIHNAKHAADKALNKEGGEDVSKLREEHSALAKKVDDLASLVAELQLQLSTLRQGQTSSVAAPAAAPAAAKEEAAGDDDFDLFGSEDEEEDEEKKKVVEERLAAYAAKKATKAGPIAKSSVILDVKPWDDETDLGEMEKLVRSIEMDGLVWGGAKLIPIGYGIKKLQIITVIEDLKVSVDDLIEKITGDFEDHVQSVDIVAFNKI. Result: 0 (no interaction).